This data is from Reaction yield outcomes from USPTO patents with 853,638 reactions. The task is: Predict the reaction yield, written as a fraction of the theoretical maximum amount of product (1.0 means a 100% yield; for example, 0.34 means a 34% yield). (1) The reactants are [CH2:1]([NH2:4])[CH2:2][NH2:3].Cl.[C:6](O[C:6](=[O:10])[C:7]([CH3:9])=[CH2:8])(=[O:10])[C:7]([CH3:9])=[CH2:8].[OH-].[Na+]. The catalyst is CO.O.C(OCC)(=O)C. The product is [NH2:3][CH2:2][CH2:1][NH:4][C:6](=[O:10])[C:7]([CH3:9])=[CH2:8]. The yield is 0.280. (2) The reactants are C(N(CC)C(C)C)(C)C.[CH3:10][O:11][C:12]1[CH:19]=[C:18]([O:20][CH3:21])[CH:17]=[CH:16][C:13]=1[CH2:14][NH2:15].[Cl:22][C:23]1[CH:28]=[C:27](Cl)[N:26]=[CH:25][N:24]=1. The catalyst is C(O)CCC. The product is [Cl:22][C:23]1[N:24]=[CH:25][N:26]=[C:27]([NH:15][CH2:14][C:13]2[CH:16]=[CH:17][C:18]([O:20][CH3:21])=[CH:19][C:12]=2[O:11][CH3:10])[CH:28]=1. The yield is 0.850. (3) The reactants are [Cl:1][C:2]1[CH:7]=[C:6]([O:8][CH3:9])[C:5]([N+:10]([O-])=O)=[CH:4][C:3]=1[C:13]([F:16])([F:15])[F:14]. The catalyst is C(O)(=O)C.[Fe]. The product is [Cl:1][C:2]1[C:3]([C:13]([F:16])([F:15])[F:14])=[CH:4][C:5]([NH2:10])=[C:6]([O:8][CH3:9])[CH:7]=1. The yield is 0.660.